From a dataset of Full USPTO retrosynthesis dataset with 1.9M reactions from patents (1976-2016). Predict the reactants needed to synthesize the given product. (1) Given the product [CH3:27][O:26][C:11]1[N:10]=[CH:9][C:8]([C:6]2[CH:5]=[CH:4][N:3]=[C:2]([NH:29][CH3:28])[CH:7]=2)=[CH:13][C:12]=1[NH:14][CH:15]1[CH2:18][N:17]([C:19]([O:21][C:22]([CH3:25])([CH3:24])[CH3:23])=[O:20])[CH2:16]1, predict the reactants needed to synthesize it. The reactants are: F[C:2]1[CH:7]=[C:6]([C:8]2[CH:9]=[N:10][C:11]([O:26][CH3:27])=[C:12]([NH:14][CH:15]3[CH2:18][N:17]([C:19]([O:21][C:22]([CH3:25])([CH3:24])[CH3:23])=[O:20])[CH2:16]3)[CH:13]=2)[CH:5]=[CH:4][N:3]=1.[CH3:28][NH2:29].CO. (2) Given the product [ClH:30].[ClH:34].[NH2:4][C:5]1[C:6]2[C:7]3[C:8](=[N:20][N:21]([CH2:23][C:24]4[C:29]([Cl:30])=[C:28]([O:31][CH3:32])[C:27]([CH3:33])=[CH:26][N:25]=4)[N:22]=2)[CH:9]=[C:10]([CH2:15][C:16]([NH:18][CH3:19])=[O:17])[C:11]=3[CH2:12][S:13][N:14]=1, predict the reactants needed to synthesize it. The reactants are: C(O)C.[NH2:4][C:5]1[C:6]2[C:7]3[C:8](=[N:20][N:21]([CH2:23][C:24]4[C:29]([Cl:30])=[C:28]([O:31][CH3:32])[C:27]([CH3:33])=[CH:26][N:25]=4)[N:22]=2)[CH:9]=[C:10]([CH2:15][C:16]([NH:18][CH3:19])=[O:17])[C:11]=3[CH2:12][S:13][N:14]=1.[ClH:34]. (3) Given the product [C:6]([C:12]1[CH:17]=[C:16]([CH3:18])[N:15]=[CH:14][N:13]=1)([CH3:9])([CH3:8])[CH3:7], predict the reactants needed to synthesize it. The reactants are: C([Cu])#N.[Cl-].[Li+].[C:6]([Li])([CH3:9])([CH3:8])[CH3:7].Cl[C:12]1[CH:17]=[C:16]([CH3:18])[N:15]=[CH:14][N:13]=1. (4) Given the product [Br:1][C:2]1[CH:11]=[CH:10][C:5]([C:6]2[N:8]=[C:20]([C:22]3[CH:27]=[CH:26][CH:25]=[CH:24][CH:23]=3)[CH:19]=[C:12]([C:13]3[CH:18]=[CH:17][CH:16]=[CH:15][CH:14]=3)[N:7]=2)=[CH:4][CH:3]=1, predict the reactants needed to synthesize it. The reactants are: [Br:1][C:2]1[CH:11]=[CH:10][C:5]([C:6]([NH:8]O)=[NH:7])=[CH:4][CH:3]=1.[CH:12](=[CH:19][C:20]([C:22]1[CH:27]=[CH:26][CH:25]=[CH:24][CH:23]=1)=O)[C:13]1[CH:18]=[CH:17][CH:16]=[CH:15][CH:14]=1.C(O)(=O)C.